This data is from Full USPTO retrosynthesis dataset with 1.9M reactions from patents (1976-2016). The task is: Predict the reactants needed to synthesize the given product. (1) Given the product [Cl:20][C:5]1[C:4]2[C:8](=[CH:9][CH:10]=[C:2]([Cl:1])[CH:3]=2)[NH:7][C:6]=1[C:11]([N:13]1[CH2:18][CH2:17][N:16]([CH3:19])[CH2:15][CH2:14]1)=[O:12], predict the reactants needed to synthesize it. The reactants are: [Cl:1][C:2]1[CH:3]=[C:4]2[C:8](=[CH:9][CH:10]=1)[NH:7][C:6]([C:11]([N:13]1[CH2:18][CH2:17][N:16]([CH3:19])[CH2:15][CH2:14]1)=[O:12])=[CH:5]2.[Cl:20]N1C(=O)CCC1=O. (2) Given the product [N:26]([CH2:12][C@@H:13]1[O:18][CH2:17][CH2:16][N:15]([C:19]([O:21][C:22]([CH3:25])([CH3:24])[CH3:23])=[O:20])[CH2:14]1)=[N+:27]=[N-:28], predict the reactants needed to synthesize it. The reactants are: S(O[CH2:12][C@@H:13]1[O:18][CH2:17][CH2:16][N:15]([C:19]([O:21][C:22]([CH3:25])([CH3:24])[CH3:23])=[O:20])[CH2:14]1)(C1C=CC(C)=CC=1)(=O)=O.[N-:26]=[N+:27]=[N-:28].[Na+]. (3) Given the product [Si:25]([O:1][CH2:2][CH:3]1[N:8]([C:9]([O:11][C:12]([CH3:15])([CH3:14])[CH3:13])=[O:10])[CH2:7][CH:6]2[CH:4]1[O:5]2)([C:21]([CH3:24])([CH3:23])[CH3:22])([CH3:27])[CH3:26], predict the reactants needed to synthesize it. The reactants are: [OH:1][CH2:2][CH:3]1[N:8]([C:9]([O:11][C:12]([CH3:15])([CH3:14])[CH3:13])=[O:10])[CH2:7][CH:6]2[CH:4]1[O:5]2.N1C=CN=C1.[C:21]([Si:25](Cl)([CH3:27])[CH3:26])([CH3:24])([CH3:23])[CH3:22].